The task is: Predict the product of the given reaction.. This data is from Forward reaction prediction with 1.9M reactions from USPTO patents (1976-2016). (1) Given the reactants [CH3:1][C:2]1[CH:7]=[CH:6][N:5]=[C:4]([NH2:8])[CH:3]=1.[Li+].C[Si]([N-][Si](C)(C)C)(C)C.[CH3:19][C:20]1([CH3:36])[C:24]([CH3:26])([CH3:25])[O:23][B:22]([C:27]2[CH:35]=[CH:34][C:30]([C:31](Cl)=[O:32])=[CH:29][CH:28]=2)[O:21]1, predict the reaction product. The product is: [CH3:1][C:2]1[CH:7]=[CH:6][N:5]=[C:4]([NH:8][C:31](=[O:32])[C:30]2[CH:29]=[CH:28][C:27]([B:22]3[O:23][C:24]([CH3:25])([CH3:26])[C:20]([CH3:36])([CH3:19])[O:21]3)=[CH:35][CH:34]=2)[CH:3]=1. (2) Given the reactants [CH2:1]([C:3]1[CH:8]=[CH:7][C:6]([CH2:9][CH2:10][NH:11][C:12](=[O:18])[O:13][C:14]([CH3:17])([CH3:16])[CH3:15])=[CH:5][CH:4]=1)[CH3:2].[H-].[Na+].[CH2:21](Br)[CH:22]=[CH2:23], predict the reaction product. The product is: [CH2:23]([N:11]([CH2:10][CH2:9][C:6]1[CH:7]=[CH:8][C:3]([CH2:1][CH3:2])=[CH:4][CH:5]=1)[C:12](=[O:18])[O:13][C:14]([CH3:17])([CH3:16])[CH3:15])[CH:22]=[CH2:21]. (3) Given the reactants [Cl:1][C:2]1[CH:7]=[C:6]([C:8]([F:11])([F:10])[F:9])[CH:5]=[C:4]([Cl:12])[C:3]=1[NH:13][NH2:14].[Cl:15][C:16]1([Cl:23])[CH2:18][C:17]1([C:20](O)=[O:21])[CH3:19].Cl.CN(C)CCCN=C=NCC, predict the reaction product. The product is: [Cl:1][C:2]1[CH:7]=[C:6]([C:8]([F:9])([F:11])[F:10])[CH:5]=[C:4]([Cl:12])[C:3]=1[NH:13][NH:14][C:20]([C:17]1([CH3:19])[CH2:18][C:16]1([Cl:23])[Cl:15])=[O:21]. (4) Given the reactants Cl.[NH2:2][C@@H:3]([CH2:8][OH:9])[C:4]([O:6][CH3:7])=[O:5].C(N(CC)CC)C.[CH3:17][C:18]([O:21][C:22](O[C:22]([O:21][C:18]([CH3:20])([CH3:19])[CH3:17])=[O:23])=[O:23])([CH3:20])[CH3:19], predict the reaction product. The product is: [C:18]([O:21][C:22]([NH:2][C@@H:3]([CH2:8][OH:9])[C:4]([O:6][CH3:7])=[O:5])=[O:23])([CH3:20])([CH3:19])[CH3:17]. (5) Given the reactants [Cl:1][C:2]1[CH:45]=[CH:44][C:5]([O:6][C:7]2[CH:12]=[CH:11][C:10]([N:13]3[CH:17]([C:18]4[CH:23]=[CH:22][CH:21]=[C:20]([C:24]([F:27])([F:26])[F:25])[CH:19]=4)[CH2:16][N:15]([CH2:28][CH2:29][N:30]4[CH2:35][CH2:34][N:33](C(OC(C)(C)C)=O)[CH2:32][CH2:31]4)[C:14]3=[O:43])=[CH:9][CH:8]=2)=[CH:4][CH:3]=1, predict the reaction product. The product is: [Cl:1][C:2]1[CH:3]=[CH:4][C:5]([O:6][C:7]2[CH:8]=[CH:9][C:10]([N:13]3[CH:17]([C:18]4[CH:23]=[CH:22][CH:21]=[C:20]([C:24]([F:27])([F:25])[F:26])[CH:19]=4)[CH2:16][N:15]([CH2:28][CH2:29][N:30]4[CH2:31][CH2:32][NH:33][CH2:34][CH2:35]4)[C:14]3=[O:43])=[CH:11][CH:12]=2)=[CH:44][CH:45]=1. (6) Given the reactants [F:1][C:2]([F:32])([F:31])[C:3]1[CH:17]=[C:16]2[C:6]([C:7]([OH:30])=[C:8]([C:19]([NH:21][CH2:22][C:23]([O:25]C(C)(C)C)=[O:24])=[O:20])[C:9](=[O:18])[C:10]32[CH2:15][CH2:14][O:13][CH2:12][CH2:11]3)=[CH:5][CH:4]=1.C(O)(C(F)(F)F)=O, predict the reaction product. The product is: [F:32][C:2]([F:1])([F:31])[C:3]1[CH:17]=[C:16]2[C:6]([C:7]([OH:30])=[C:8]([C:19]([NH:21][CH2:22][C:23]([OH:25])=[O:24])=[O:20])[C:9](=[O:18])[C:10]32[CH2:11][CH2:12][O:13][CH2:14][CH2:15]3)=[CH:5][CH:4]=1. (7) The product is: [OH:17][C:16]1[C:15]([C:9]2[C:10]([F:14])=[CH:11][CH:12]=[CH:13][C:8]=2[F:7])=[C:19]([OH:20])[N:3]2[N:4]=[CH:5][N:6]=[C:2]2[N:1]=1. Given the reactants [NH2:1][C:2]1[N:6]=[CH:5][NH:4][N:3]=1.[F:7][C:8]1[CH:13]=[CH:12][CH:11]=[C:10]([F:14])[C:9]=1[CH:15]([C:19]([O-])=[O:20])[C:16]([O-])=[O:17], predict the reaction product.